Dataset: Catalyst prediction with 721,799 reactions and 888 catalyst types from USPTO. Task: Predict which catalyst facilitates the given reaction. Reactant: C=C[C:3]1[CH:8]=CC=CC=1.[C:9]([O:14]CCCCCC)(=[O:13])[C:10](C)=[CH2:11].C(O)(=O)C(C)=C.C(OCCOC(=O)C(C)=C)(=O)C(C)=C.C(OSCCCCCC(C)C)(=O)CO.S(OOS([O-])(=O)=O)([O-])(=O)=O.[K+].[K+].[NH2:67][C:68]([O:70]CC)=[O:69].[OH-].[K+]. Product: [C:9]([OH:14])(=[O:13])[CH:10]=[CH2:11].[NH2:67][C:68]([O:70][CH2:8][CH3:3])=[O:69]. The catalyst class is: 6.